This data is from CYP1A2 inhibition data for predicting drug metabolism from PubChem BioAssay. The task is: Regression/Classification. Given a drug SMILES string, predict its absorption, distribution, metabolism, or excretion properties. Task type varies by dataset: regression for continuous measurements (e.g., permeability, clearance, half-life) or binary classification for categorical outcomes (e.g., BBB penetration, CYP inhibition). Dataset: cyp1a2_veith. The compound is Cc1cc(C2C(C#N)=C(N)Oc3n[nH]c(C)c32)c(C)s1. The result is 1 (inhibitor).